This data is from Forward reaction prediction with 1.9M reactions from USPTO patents (1976-2016). The task is: Predict the product of the given reaction. (1) Given the reactants C([O:3][CH:4](OCC)[C:5]1[CH:36]=[CH:35][C:8]([CH2:9][N:10]([CH2:23][C:24]2[N:25]([S:29]([N:32]([CH3:34])[CH3:33])(=[O:31])=[O:30])[CH:26]=[CH:27][N:28]=2)[CH2:11][C:12]2[N:13]([S:17]([N:20]([CH3:22])[CH3:21])(=[O:19])=[O:18])[CH:14]=[CH:15][N:16]=2)=[CH:7][CH:6]=1)C.Cl.C(=O)([O-])[O-].[Na+].[Na+], predict the reaction product. The product is: [CH:4]([C:5]1[CH:6]=[CH:7][C:8]([CH2:9][N:10]([CH2:23][C:24]2[N:25]([S:29]([N:32]([CH3:34])[CH3:33])(=[O:31])=[O:30])[CH:26]=[CH:27][N:28]=2)[CH2:11][C:12]2[N:13]([S:17]([N:20]([CH3:22])[CH3:21])(=[O:18])=[O:19])[CH:14]=[CH:15][N:16]=2)=[CH:35][CH:36]=1)=[O:3]. (2) Given the reactants Br[C:2]1[CH:3]=[CH:4][C:5]([C:8]#[C:9][CH2:10][NH:11][C:12](=[O:18])[O:13][C:14]([CH3:17])([CH3:16])[CH3:15])=[N:6][CH:7]=1.[C:19]([NH:29][CH2:30][C:31]#[CH:32])([O:21][CH2:22][C:23]1[CH:28]=[CH:27][CH:26]=[CH:25][CH:24]=1)=[O:20], predict the reaction product. The product is: [C:14]([O:13][C:12]([NH:11][CH2:10][C:9]#[C:8][C:5]1[N:6]=[CH:7][C:2]([C:32]#[C:31][CH2:30][NH:29][C:19](=[O:20])[O:21][CH2:22][C:23]2[CH:28]=[CH:27][CH:26]=[CH:25][CH:24]=2)=[CH:3][CH:4]=1)=[O:18])([CH3:17])([CH3:16])[CH3:15]. (3) Given the reactants [OH:1][C:2]1[CH:3]=[C:4]([C:8]2[C:17]3[C:12](=[C:13]([C:18]([F:21])([F:20])[F:19])[CH:14]=[CH:15][CH:16]=3)[N:11]=[CH:10][C:9]=2[C:22]([C:24]2[CH:29]=[CH:28][CH:27]=[CH:26][CH:25]=2)=[O:23])[CH:5]=[CH:6][CH:7]=1.[C:30]1(B(O)O)[CH:35]=[CH:34][CH:33]=[CH:32][CH:31]=1, predict the reaction product. The product is: [O:1]([C:2]1[CH:3]=[C:4]([C:8]2[C:17]3[C:12](=[C:13]([C:18]([F:21])([F:19])[F:20])[CH:14]=[CH:15][CH:16]=3)[N:11]=[CH:10][C:9]=2[C:22]([C:24]2[CH:25]=[CH:26][CH:27]=[CH:28][CH:29]=2)=[O:23])[CH:5]=[CH:6][CH:7]=1)[C:30]1[CH:35]=[CH:34][CH:33]=[CH:32][CH:31]=1.